This data is from Full USPTO retrosynthesis dataset with 1.9M reactions from patents (1976-2016). The task is: Predict the reactants needed to synthesize the given product. Given the product [CH:9]1([NH:8][C:6](=[O:7])[C:5]2[CH:13]=[CH:14][C:2]([B:16]3[O:20][C:19]([CH3:22])([CH3:21])[C:18]([CH3:24])([CH3:23])[O:17]3)=[C:3]([CH3:15])[CH:4]=2)[CH2:12][CH2:11][CH2:10]1, predict the reactants needed to synthesize it. The reactants are: Br[C:2]1[CH:14]=[CH:13][C:5]([C:6]([NH:8][CH:9]2[CH2:12][CH2:11][CH2:10]2)=[O:7])=[CH:4][C:3]=1[CH3:15].[B:16]1([B:16]2[O:20][C:19]([CH3:22])([CH3:21])[C:18]([CH3:24])([CH3:23])[O:17]2)[O:20][C:19]([CH3:22])([CH3:21])[C:18]([CH3:24])([CH3:23])[O:17]1.C([O-])(=O)C.[K+].